Dataset: Forward reaction prediction with 1.9M reactions from USPTO patents (1976-2016). Task: Predict the product of the given reaction. (1) The product is: [C:1]([O:5][C:6](=[O:19])[NH:7][CH:8]1[CH2:17][CH2:16][C:15]2[C:10](=[CH:11][CH:12]=[C:13]([CH:28]=[O:29])[CH:14]=2)[CH2:9]1)([CH3:4])([CH3:3])[CH3:2]. Given the reactants [C:1]([O:5][C:6](=[O:19])[NH:7][CH:8]1[CH2:17][CH2:16][C:15]2[C:10](=[CH:11][CH:12]=[C:13](Br)[CH:14]=2)[CH2:9]1)([CH3:4])([CH3:3])[CH3:2].C([Li])CCC.CN([CH:28]=[O:29])C, predict the reaction product. (2) Given the reactants [CH3:1][C:2]1[C:6]([CH2:7][N:8]2[C:16]3[C:11](=[CH:12][CH:13]=[CH:14][CH:15]=3)[C:10]([C:17]3[N:22]=[C:21]([NH2:23])[CH:20]=[C:19]([NH2:24])[N:18]=3)=[N:9]2)=[C:5]([CH3:25])[O:4][N:3]=1.Cl.Cl[C:28]1[CH:33]=[CH:32][N:31]=[CH:30][C:29]=1[C:34]([O:36][CH2:37][CH3:38])=[O:35].CC1(C)C2C=CC=C(P(C3C=CC=CC=3)C3C=CC=CC=3)C=2OC2C1=CC=CC=2P(C1C=CC=CC=1)C1C=CC=CC=1.C(=O)([O-])[O-].[Cs+].[Cs+].Cl, predict the reaction product. The product is: [NH2:23][C:21]1[N:22]=[C:17]([C:10]2[C:11]3[C:16](=[CH:15][CH:14]=[CH:13][CH:12]=3)[N:8]([CH2:7][C:6]3[C:2]([CH3:1])=[N:3][O:4][C:5]=3[CH3:25])[N:9]=2)[N:18]=[C:19]([NH:24][C:28]2[CH:33]=[CH:32][N:31]=[CH:30][C:29]=2[C:34]([O:36][CH2:37][CH3:38])=[O:35])[CH:20]=1. (3) Given the reactants [CH3:1][O:2][C:3]1[CH:4]=[C:5]([CH:8]=[CH:9][CH:10]=1)[CH2:6][NH2:7].C1CN([P+](ON2N=NC3C=CC=CC2=3)(N2CCCC2)N2CCCC2)CC1.F[P-](F)(F)(F)(F)F.[C:44]([C:47]1[CH:55]=[CH:54][C:50]([C:51](O)=[O:52])=[CH:49][CH:48]=1)(=[O:46])[CH3:45].CN1CCOCC1.C(O)(C(F)(F)F)=O, predict the reaction product. The product is: [C:44]([C:47]1[CH:55]=[CH:54][C:50]([C:51]([NH:7][CH2:6][C:5]2[CH:8]=[CH:9][CH:10]=[C:3]([O:2][CH3:1])[CH:4]=2)=[O:52])=[CH:49][CH:48]=1)(=[O:46])[CH3:45]. (4) Given the reactants [Br:1][C:2]1[C:3]([CH3:11])=[C:4]2[C:8](=[CH:9][CH:10]=1)[NH:7][N:6]=[CH:5]2.C(=O)([O-])[O-].[Cs+].[Cs+].[C:18]([N:25]1[CH2:30][CH2:29][CH:28]([CH2:31]Br)[CH2:27][CH2:26]1)([O:20][C:21]([CH3:24])([CH3:23])[CH3:22])=[O:19], predict the reaction product. The product is: [Br:1][C:2]1[CH:10]=[CH:9][C:8]2[C:4](=[CH:5][N:6]([CH2:31][CH:28]3[CH2:29][CH2:30][N:25]([C:18]([O:20][C:21]([CH3:22])([CH3:24])[CH3:23])=[O:19])[CH2:26][CH2:27]3)[N:7]=2)[C:3]=1[CH3:11]. (5) Given the reactants Br[C:2]1[C:3]([C:7]([O:9][CH3:10])=[O:8])=[N:4][NH:5][CH:6]=1.[Cl:11][C:12]1[CH:17]=[CH:16][CH:15]=[CH:14][C:13]=1B(O)O.C(=O)([O-])[O-].[Cs+].[Cs+], predict the reaction product. The product is: [Cl:11][C:12]1[CH:17]=[CH:16][CH:15]=[CH:14][C:13]=1[C:2]1[C:3]([C:7]([O:9][CH3:10])=[O:8])=[N:4][NH:5][CH:6]=1. (6) Given the reactants [CH:1]1([CH2:4][O:5][C:6]2[N:11]=[C:10]([C:12]([NH:14][CH:15]([CH2:21][CH2:22][CH2:23][CH2:24][CH3:25])[CH2:16][C:17]([O:19]C)=[O:18])=[O:13])[CH:9]=[CH:8][C:7]=2[N:26]2[CH2:29][C:28]([F:31])([F:30])[CH2:27]2)[CH2:3][CH2:2]1.[OH-].[Li+], predict the reaction product. The product is: [CH:1]1([CH2:4][O:5][C:6]2[N:11]=[C:10]([C:12]([NH:14][CH:15]([CH2:21][CH2:22][CH2:23][CH2:24][CH3:25])[CH2:16][C:17]([OH:19])=[O:18])=[O:13])[CH:9]=[CH:8][C:7]=2[N:26]2[CH2:29][C:28]([F:30])([F:31])[CH2:27]2)[CH2:3][CH2:2]1. (7) Given the reactants C[O:2][C:3]1[CH:17]=[C:16]([CH3:18])[CH:15]=[CH:14][C:4]=1[O:5][C:6]1[CH:13]=[CH:12][CH:11]=[CH:10][C:7]=1[C:8]#[N:9].B(Br)(Br)Br, predict the reaction product. The product is: [OH:2][C:3]1[CH:17]=[C:16]([CH3:18])[CH:15]=[CH:14][C:4]=1[O:5][C:6]1[CH:13]=[CH:12][CH:11]=[CH:10][C:7]=1[C:8]#[N:9].